Dataset: Drug-target binding data from BindingDB using IC50 measurements. Task: Regression. Given a target protein amino acid sequence and a drug SMILES string, predict the binding affinity score between them. We predict pIC50 (pIC50 = -log10(IC50 in M); higher means more potent). Dataset: bindingdb_ic50. (1) The drug is Nc1ncnc2c1nc(NCc1ccc(-c3ccccc3)c(OCCCCCO)c1)n2[C@@H]1O[C@H](CO)[C@@H](O)[C@H]1O. The target protein (Q62773) has sequence MAKSEGRKSASQDTSENGMENPGLELMEVGNLEQGKTLEEVTQGHSLKDGLGHSSLWRRILQPFTKARSFYQRHAGLFKKILLGLLCLAYAAYLLAACILNFRRALALFVITCLVIFILACHFLKKFFAKKSIRCLKPLKNTRLRLWLKRVFMGAAVVGLILWLALDTAQRPEQLISFAGICMFILILFACSKHHSAVSWRTVFWGLGLQFVFGILVIRTEPGFNAFQWLGDQIQIFLAYTVEGSSFVFGDTLVQSVFAFQSLPIIIFFGCVMSILYYLGLVQWVIQKIAWFLQITMGTTAAETLAVAGNIFVGMTEAPLLIRPYLADMTLSEIHAVMTGGFATIAGTVLGAFISFGIDASSLISASVMAAPCALALSKLVYPEVEESKFKSKEGVKLPRGEERNILEAASNGATDAIALVANVAANLIAFLAVLAFINSTLSWLGEMVDIHGLTFQVICSYVLRPMVFMMGVQWADCPLVAEIVGVKFFINEFVAYQQL.... The pIC50 is 4.2. (2) The small molecule is O=C(Nc1cccc2c(=O)[nH]ccc12)c1ccc(C(F)(F)F)cc1. The target protein (O88554) has sequence MAPRRQRSGSGRRVLNEAKKVDNGNKATEDDSPPGKKMRTCQRKGPMAGGKDADRTKDNRDSVKTLLLKGKAPVDPECAAKLGKAHVYCEGDDVYDVMLNQTNLQFNNNKYYLIQLLEDDAQRNFSVWMRWGRVGKTGQHSLVTCSGDLNKAKEIFQKKFLDKTKNNWEDRENFEKVPGKYDMLQMDYAASTQDESKTKEEETLKPESQLDLRVQELLKLICNVQTMEEMMIEMKYDTKRAPLGKLTVAQIKAGYQSLKKIEDCIRAGQHGRALVEACNEFYTRIPHDFGLSIPPVIRTEKELSDKVKLLEALGDIEIALKLVKSERQGLEHPLDQHYRNLHCALRPLDHESNEFKVISQYLQSTHAPTHKDYTMTLLDVFEVEKEGEKEAFREDLPNRMLLWHGSRLSNWVGILSHGLRVAPPEAPITGYMFGKGIYFADMSSKSANYCFASRLKNTGLLLLSEVALGQCNELLEANPKAQGLLRGKHSTKGMGKMAPS.... The pIC50 is 5.5. (3) The drug is C=C1C(=O)O[C@H]2[C@H]1CC/C(C)=C\CC[C@@]1(C)O[C@@H]21. The target protein (Q9HVW7) has sequence MDKLIITGGNRLDGEIRISGAKNSALPILAATLLADTPVTVCNLPHLHDITTMIELFGRMGVQPIIDEKLNVEVDASSIKTLVAPYELVKTMRASILVLGPMLARFGEAEVALPGGCAIGSRPVDLHIRGLEAMGAQIEVEGGYIKAKAPAGGLRGGHFFFDTVSVTGTENLMMAAALANGRTVLQNAAREPEVVDLANCLNAMGANVQGAGSDTIVIEGVKRLGGARYDVLPDRIETGTYLVAAAATGGRVKLKDTDPTILEAVLQKLEEAGAHISTGSNWIELDMKGNRPKAVNVRTAPYPAFPTDMQAQFISMNAVAEGTGAVIETVFENRFMHVYEMNRMGAQILVEGNTAIVTGVPKLKGAPVMATDLRASASLVIAGLVAEGDTLIDRIYHIDRGYECIEEKLQLLGAKIRRVPG. The pIC50 is 4.6. (4) The small molecule is O=C(CCCCCCC(=O)Nc1ccccc1)NO. The target protein (P24527) has sequence MPEVADTCSLASPASVCRTQHLHLRCSVDFARRTLTGTAALTVQSQEENLRSLTLDTKDLTIEKVVINGQEVKYTLGESQGYKGSPMEISLPIALSKNQEIVIEISFETSPKSSALQWLTPEQTSGKQHPYLFSQCQAIHCRAILPCQDTPSVKLTYTAEVSVPKELVALMSAIRDGEAPDPEDPSRKIYRFNQRVPIPCYLIALVVGALESRQIGPRTLVWSEKEQVEKSANEFSETESMLKIAEDLGGPYVWGQYDLLVLPPSFPYGGMENPCLTFVTPTLLAGDKSLSNVIAHEISHSWTGNLVTNKTWDHFWLNEGHTVYLERHICGRLFGEKFRHFHALGGWGELQNTIKTFGESHPFTKLVVDLKDVDPDVAYSSIPYEKGFALLFYLEQLLGGPEVFLGFLKAYVKKFSYQSVTTDDWKSFLYSHFKDKVDLLNQVDWNTWLYAPGLPPVKPNYDVTLTNACIALSQRWVTAKEEDLSSFSIADLKDLSSHQL.... The pIC50 is 5.2. (5) The compound is O=C(Nc1ccc(-c2nc3ccc([N+](=O)[O-])cc3n2O)cc1)c1ccc(F)cc1. The target protein (P26993) has sequence MQGAKSLGRKQITSCHWNIPTFEYRVNKEEGVYVLLEGELTVQDIDSTFCLAPGELLFVRRGSYVVSTKGKDSRILWIPLSAQFLQGFVQRFGALLSEVERCDEPVPGIIAFAATPLLAGCVKGLKELLVHEHPPMLACLKIEELLMLFAFSPQGPLLMSVLRQLSNRHVERLQLFMEKHYLNEWKLSDFSREFGMGLTTFKELFGSVYGVSPRAWISERRILYAHQLLLNSDMSIVDIAMEAGFSSQSYFTQSYRRRFGCTPSRSRQGKDECRAKNN. The pIC50 is 5.4. (6) The drug is CC[C@H](C)[C@@H]1NC(=O)[C@@H](NC(=O)[C@H](CO)NC(=O)[C@@H](N)CCCNC(=N)N)CSSC[C@@H](C(=O)O)NC(=O)[C@H]([C@@H](C)O)NC(=O)CNC(=O)[C@@H]2CSSC[C@@H]3NC(=O)[C@H](CCC(N)=O)NC(=O)[C@H](Cc4ccccc4)NC(=O)[C@H](C)NC(=O)[C@H]([C@@H](C)O)NC(=O)[C@H](CSSC[C@H](NC(=O)[C@H](Cc4cccc5ccccc45)NC(=O)[C@H](CO)NC(=O)[C@H](CC(C)C)NC(=O)[C@H](CCCNC(=N)N)NC(=O)[C@H](Cc4ccc(O)cc4)NC(=O)[C@H](CCCCN)NC(=O)[C@H](CCSC)NC(=O)[C@H](CO)NC(=O)[C@H](Cc4cnc[nH]4)NC(=O)[C@H](CCCCN)NC3=O)C(=O)N[C@@H](CCCNC(=N)N)C(=O)N[C@@H](CCCCN)C(=O)N[C@@H]([C@@H](C)O)C(=O)N2)NC(=O)[C@H](CCCNC(=N)N)NC(=O)[C@H](CO)NC(=O)[C@H](CCCCN)NC(=O)[C@@H]2CCCN2C(=O)[C@H]([C@@H](C)CC)NC(=O)[C@H]([C@@H](C)O)NC(=O)[C@H](CC(=O)O)NC1=O. The target protein (Q09470) has sequence MTVMSGENVDEASAAPGHPQDGSYPRQADHDDHECCERVVINISGLRFETQLKTLAQFPNTLLGNPKKRMRYFDPLRNEYFFDRNRPSFDAILYYYQSGGRLRRPVNVPLDMFSEEIKFYELGEEAMEKFREDEGFIKEEERPLPEKEYQRQVWLLFEYPESSGPARVIAIVSVMVILISIVIFCLETLPELKDDKDFTGTVHRIDNTTVIYNSNIFTDPFFIVETLCIIWFSFELVVRFFACPSKTDFFKNIMNFIDIVAIIPYFITLGTEIAEQEGNQKGEQATSLAILRVIRLVRVFRIFKLSRHSKGLQILGQTLKASMRELGLLIFFLFIGVILFSSAVYFAEAEEAESHFSSIPDAFWWAVVSMTTVGYGDMYPVTIGGKIVGSLCAIAGVLTIALPVPVIVSNFNYFYHRETEGEEQAQLLHVSSPNLASDSDLSRRSSSTMSKSEYMEIEEDMNNSIAHYRQVNIRTANCTTANQNCVNKSKLLTDV. The pIC50 is 5.6. (7) The drug is Cn1nc(-c2ccc3ccccc3c2)c2c(N)ncnc21. The target protein sequence is ADSATPHLDAVEQTLRQVSPGLEGDVWERTSGNKLDGSAADPSDWLLQTPGCWGDDKCADRVGTKRLLAKMTENIGNATRTVDISTLAPFPNGAFQDAIVAGLKESAAKGNKLKVRILVGAAPVYHMNVIPSKYRDELTAKLGKAAENITLNVASMTTSKTAFSWNHSKILVVDGQSALTGGINSWKDDYLDTTHPVSDVDLALTGPAAGSAGRYLDTLWTWTCQNKSNIASVWFAASGNAGCMPTMHKDTNPKASPATGNVPVIAVGGLGVGIKDVDPKSTFRPDLPTASDTKCVVGLHDNTNADRDYDTVNPEESALRALVASAKGHIEISQQDLNATCPPLPRYDIRLYDALAAKMAAGVKVRIVVSDPANRGAVGSGGYSQIKSLSEISDTLRNRLANITGGQQAAKTAMCSNLQLATFRSSPNGKWADGHPYAQHHKLVSVDSSTFYIGSKNLYPSWLQDFGYIVESPEAAKQLDAKLLDPQWKYSQETATVDYA.... The pIC50 is 6.2. (8) The small molecule is CN1CCCC(ONC(=O)C(=O)Nc2ccc(Cl)c(F)c2)C1. The target protein (P35961) has sequence MRATEIRKNYQHLWKGGTLLLGMLMICSAAEQLWVTVYYGVPVWKEATTTLFCASDAKAYDTEVHNVWATHACVPTDPNPQEVKLENVTENFNMWKNNMVEQMHEDIISLWDQSLKPCVKLTPLCVTLNCTDLRNATNTTSSSWETMEKGEIKNCSFNITTSIRDKVQKEYALFYNLDVVPIDNASYRLISCNTSVITQACPKVSFEPIPIHYCAPAGFAILKCNDKKFNGTGPCTNVSTVQCTHGIRPVVSTQLLLNGSLAEEEIVIRSENFTNNAKTIIVQLNESVVINCTRPNNNTRKSINIGPGRALYTTGEIIGDIRQAHCNLSKTQWENTLEQIAIKLKEQFGNNKTIIFNPSSGGDPEIVTHSFNCGGEFFYCNSTQLFTWNDTRKLNNTGRNITLPCRIKQIINMWQEVGKAMYAPPIRGQIRCSSNITGLLLTRDGGKDTNGTEIFRPGGGDMRDNWRSELYKYKVVKIEPLGVAPTKAKRRVVQREKRAV.... The pIC50 is 4.0.